From a dataset of Full USPTO retrosynthesis dataset with 1.9M reactions from patents (1976-2016). Predict the reactants needed to synthesize the given product. (1) Given the product [NH2:12][C:7]1[CH:8]=[C:9]2[C:4](=[CH:5][CH:6]=1)[CH:3]=[C:2]([C:17]1[CH:18]=[CH:19][C:14]([OH:13])=[CH:15][CH:16]=1)[CH:11]=[CH:10]2, predict the reactants needed to synthesize it. The reactants are: Br[C:2]1[CH:3]=[C:4]2[C:9](=[CH:10][CH:11]=1)[CH:8]=[C:7]([NH2:12])[CH:6]=[CH:5]2.[OH:13][C:14]1[CH:19]=[CH:18][C:17](B(O)O)=[CH:16][CH:15]=1.C1(C)C=CC=CC=1.C(=O)([O-])[O-].[Na+].[Na+]. (2) Given the product [CH3:11][O:12][C:13]1[CH:21]=[CH:20][CH:19]=[C:15]([C:16]2[O:1][N:2]=[C:3]([C:5]3[CH:10]=[CH:9][CH:8]=[CH:7][N:6]=3)[N:4]=2)[C:14]=1[OH:22], predict the reactants needed to synthesize it. The reactants are: [OH:1][NH:2][C:3]([C:5]1[CH:10]=[CH:9][CH:8]=[CH:7][N:6]=1)=[NH:4].[CH3:11][O:12][C:13]1[CH:21]=[CH:20][CH:19]=[C:15]([C:16](O)=O)[C:14]=1[OH:22]. (3) Given the product [CH2:4]([O:3][C:1]([N:11]1[CH2:18][CH2:17][CH2:16][C@@H:12]1[C:13]([N:27]1[CH2:26][CH2:25][CH2:24][CH2:29]1)=[O:15])=[O:2])[C:5]1[CH:6]=[CH:7][CH:8]=[CH:9][CH:10]=1, predict the reactants needed to synthesize it. The reactants are: [C:1]([N:11]1[CH2:18][CH2:17][CH2:16][C@@H:12]1[C:13]([OH:15])=O)([O:3][CH2:4][C:5]1[CH:10]=[CH:9][CH:8]=[CH:7][CH:6]=1)=[O:2].CCN=C=N[CH2:24][CH2:25][CH2:26][N:27]([CH3:29])C.C1C=CC2N(O)N=NC=2C=1.N1CCCC1. (4) Given the product [Cl:42][C:39]1[CH:40]=[CH:41][C:36]([C@H:33]([NH:32][C:3]([C:2]2[CH:5]=[C:23]3[C:17](=[CH:18][CH:19]=2)[CH:30]=[N:28][C:29]([NH:6][CH:7]2[CH2:12][CH2:11][O:10][CH2:9][CH2:8]2)=[CH:25]3)=[O:4])[CH2:34][OH:35])=[CH:37][C:38]=1[F:43], predict the reactants needed to synthesize it. The reactants are: N[C@@H:2]([CH3:5])[CH2:3][OH:4].[NH2:6][CH:7]1[CH2:12][CH2:11][O:10][CH2:9][CH2:8]1.Cl.FC1C=[C:17]([C@@H:23]([C:25]2C=N[N:28]([CH3:30])[CH:29]=2)N)[CH:18]=[CH:19]C=1OC.Cl.[NH2:32][C@@H:33]([C:36]1[CH:41]=[CH:40][C:39]([Cl:42])=[C:38]([F:43])[CH:37]=1)[CH2:34][OH:35]. (5) Given the product [Cl:16][CH2:15][C:12]1[CH:13]=[CH:14][C:9]([CH2:8][O:35][C:34]2[C:33](=[O:36])[C:32]3[C:27](=[CH:28][CH:29]=[CH:30][CH:31]=3)[O:26][C:25]=2[C:22]2[CH:21]=[CH:20][C:19]([N:18]([CH3:37])[CH3:17])=[CH:24][CH:23]=2)=[CH:10][CH:11]=1, predict the reactants needed to synthesize it. The reactants are: C([O-])([O-])=O.[K+].[K+].Cl[CH2:8][C:9]1[CH:14]=[CH:13][C:12]([CH2:15][Cl:16])=[CH:11][CH:10]=1.[CH3:17][N:18]([CH3:37])[C:19]1[CH:24]=[CH:23][C:22]([C:25]2[O:26][C:27]3[C:32]([C:33](=[O:36])[C:34]=2[OH:35])=[CH:31][CH:30]=[CH:29][CH:28]=3)=[CH:21][CH:20]=1. (6) Given the product [Cl:11][C:12]1[CH:13]=[C:14]([C@H:19]([CH2:20][CH2:21][N:22]2[CH2:23][CH2:24][CH:25]([N:28]3[CH2:33][CH2:32][CH2:31][CH2:30][C:29]3=[O:34])[CH2:26][CH2:27]2)[CH2:35][N:36]([CH3:37])[C:6](=[O:7])[C:5]2[CH:9]=[CH:10][C:2]([F:1])=[CH:3][CH:4]=2)[CH:15]=[CH:16][C:17]=1[Cl:18], predict the reactants needed to synthesize it. The reactants are: [F:1][C:2]1[CH:10]=[CH:9][C:5]([C:6](Cl)=[O:7])=[CH:4][CH:3]=1.[Cl:11][C:12]1[CH:13]=[C:14]([C@@H:19]([CH2:35][NH:36][CH3:37])[CH2:20][CH2:21][N:22]2[CH2:27][CH2:26][CH:25]([N:28]3[CH2:33][CH2:32][CH2:31][CH2:30][C:29]3=[O:34])[CH2:24][CH2:23]2)[CH:15]=[CH:16][C:17]=1[Cl:18].